Predict the reactants needed to synthesize the given product. From a dataset of Full USPTO retrosynthesis dataset with 1.9M reactions from patents (1976-2016). The reactants are: Cl[C:2]1[C:3]2[CH2:11][N:10]([C:12]3[CH:19]=[CH:18][C:17]([CH3:20])=[CH:16][C:13]=3[C:14]#[N:15])[CH2:9][CH2:8][C:4]=2[N:5]=[CH:6][N:7]=1.[NH2:21][C@@H:22]([C:25]1[CH:26]=[N:27][C:28]([C:31]([F:34])([F:33])[F:32])=[CH:29][CH:30]=1)[CH2:23][OH:24].C(N(CC)C(C)C)(C)C. Given the product [OH:24][CH2:23][C@@H:22]([NH:21][C:2]1[C:3]2[CH2:11][N:10]([C:12]3[CH:19]=[CH:18][C:17]([CH3:20])=[CH:16][C:13]=3[C:14]#[N:15])[CH2:9][CH2:8][C:4]=2[N:5]=[CH:6][N:7]=1)[C:25]1[CH:26]=[N:27][C:28]([C:31]([F:32])([F:33])[F:34])=[CH:29][CH:30]=1, predict the reactants needed to synthesize it.